Dataset: Reaction yield outcomes from USPTO patents with 853,638 reactions. Task: Predict the reaction yield, written as a fraction of the theoretical maximum amount of product (1.0 means a 100% yield; for example, 0.34 means a 34% yield). The reactants are C(Cl)CCl.[NH2:5][C:6]1[N:11]=[CH:10][C:9](/[CH:12]=[CH:13]/[C:14]([OH:16])=O)=[CH:8][CH:7]=1.C([N:20]1[C:28]2[C:23](=[CH:24][CH:25]=[CH:26][CH:27]=2)[C:22]([CH2:29][NH:30][CH3:31])=[CH:21]1)(=O)C.C1C=CC2N(O)N=NC=2C=1.O.C(N(C(C)C)CC)(C)C. The catalyst is CN(C=O)C. The product is [NH2:5][C:6]1[N:11]=[CH:10][C:9](/[CH:12]=[CH:13]/[C:14]([N:30]([CH2:29][C:22]2[C:23]3[C:28](=[CH:27][CH:26]=[CH:25][CH:24]=3)[NH:20][CH:21]=2)[CH3:31])=[O:16])=[CH:8][CH:7]=1. The yield is 0.520.